Dataset: Forward reaction prediction with 1.9M reactions from USPTO patents (1976-2016). Task: Predict the product of the given reaction. Given the reactants [CH3:1][C@@:2]12[CH:10](C(C([O-])=O)=C)[CH2:9][C@H:5]([C:6]1([CH3:8])[CH3:7])[CH2:4][CH2:3]2.[C:16]([O:20][CH3:21])(=[O:19])[CH:17]=[CH2:18].[C:22]([OH:26])(=[O:25])[CH:23]=[CH2:24].CCCCCCCCCC(C)C.C(C(CCCC)C(OOC(C)(CCC(OOC(=O)C(CC)CCCC)(C)C)C)=O)C, predict the reaction product. The product is: [C:16]([O:20][CH:10]1[CH2:9][CH:5]2[C:6]([CH3:7])([CH3:8])[C:2]1([CH3:1])[CH2:3][CH2:4]2)(=[O:19])[CH:17]=[CH2:18].[C:22]([OH:26])(=[O:25])[CH:23]=[CH2:24].[C:16]([O:20][CH3:21])(=[O:19])[CH:17]=[CH2:18].